Dataset: Full USPTO retrosynthesis dataset with 1.9M reactions from patents (1976-2016). Task: Predict the reactants needed to synthesize the given product. (1) Given the product [CH:17]1([C:16]#[C:15][C:7]2[S:6][C:5]3[C:3](=[O:4])[N:12]([C:14]4[CH:37]=[CH:38][C:33]([N:29]5[CH2:30][CH2:31][CH2:32][N:26]([CH2:25][CH2:24][S:21]([CH3:20])(=[O:23])=[O:22])[CH2:27][CH2:28]5)=[CH:34][CH:35]=4)[CH:11]=[N:10][C:9]=3[CH:8]=2)[CH2:18][CH2:19]1, predict the reactants needed to synthesize it. The reactants are: CO[C:3]([C:5]1[S:6][C:7]([C:15]#[C:16][CH:17]2[CH2:19][CH2:18]2)=[CH:8][C:9]=1[N:10]=[CH:11][N:12]([CH3:14])C)=[O:4].[CH3:20][S:21]([CH2:24][CH2:25][N:26]1[CH2:32][CH2:31][CH2:30][N:29]([C:33]2[CH:38]=[CH:37]C(N)=[CH:35][CH:34]=2)[CH2:28][CH2:27]1)(=[O:23])=[O:22]. (2) Given the product [NH2:60][C:61]1[CH:66]=[CH:65][C:64]([CH:67]2[CH2:68][CH2:69][N:70]([C:48]([C:47]3[CH:46]=[C:45]([N:41]4[CH2:40][C:39]5[C:43](=[C:35]([Cl:34])[CH:36]=[CH:37][CH:38]=5)[C:42]4=[O:44])[CH:53]=[CH:52][CH:51]=3)=[O:49])[CH2:71][CH2:72]2)=[CH:63][CH:62]=1, predict the reactants needed to synthesize it. The reactants are: ClC1C2N=C(C3C=C(C=CC=3)C(NCCC3CCN(C4C=CN=CC=4)CC3)=O)SC=2C=CC=1.[Cl:34][C:35]1[CH:36]=[CH:37][CH:38]=[C:39]2[C:43]=1[C:42](=[O:44])[N:41]([C:45]1[CH:46]=[C:47]([CH:51]=[CH:52][CH:53]=1)[C:48](O)=[O:49])[CH2:40]2.C(OC(=O)[NH:60][C:61]1[CH:66]=[CH:65][C:64]([CH:67]2[CH2:72][CH2:71][NH:70][CH2:69][CH2:68]2)=[CH:63][CH:62]=1)(C)(C)C.C(OC(N1CCC(OCC2CCNCC2)CC1)=O)(C)(C)C.C(OC(=O)NC1C=CC(C2C=CN=CC=2)=CC=1)(C)(C)C. (3) Given the product [CH:18]([C:6]1[CH:5]=[C:4]([CH:9]=[CH:8][C:7]=1[CH3:21])[C:3]([OH:2])=[O:20])=[O:19], predict the reactants needed to synthesize it. The reactants are: C[O:2][C:3](=[O:20])[C:4]1[CH:9]=[CH:8][C:7](OS(C(F)(F)F)(=O)=O)=[C:6]([CH:18]=[O:19])[CH:5]=1.[CH3:21][Zn]C.[Li+].[OH-]. (4) The reactants are: [C:1]([CH:5]1[CH2:14][CH2:13][C:12]2[N:11]=[C:10]3[S:15][C:16]([C:18]#[N:19])=[CH:17][C:9]3=[CH:8][C:7]=2[CH2:6]1)([CH3:4])([CH3:3])[CH3:2].ClC1C(=O)C(C#N)=C(C#N)C(=O)C=1Cl. Given the product [C:1]([C:5]1[CH:6]=[C:7]2[C:12](=[CH:13][CH:14]=1)[N:11]=[C:10]1[S:15][C:16]([C:18]#[N:19])=[CH:17][C:9]1=[CH:8]2)([CH3:4])([CH3:2])[CH3:3], predict the reactants needed to synthesize it. (5) Given the product [C:1]1([CH3:12])[CH:2]=[CH:3][C:4]([O:7][CH2:8][C:9]([NH:13][C:14]2[CH:15]=[C:16]([CH:20]=[CH:21][N:22]=2)[C:17]([NH2:19])=[O:18])=[O:11])=[CH:5][CH:6]=1, predict the reactants needed to synthesize it. The reactants are: [C:1]1([CH3:12])[CH:6]=[CH:5][C:4]([O:7][CH2:8][C:9]([OH:11])=O)=[CH:3][CH:2]=1.[NH2:13][C:14]1[CH:15]=[C:16]([CH:20]=[CH:21][N:22]=1)[C:17]([NH2:19])=[O:18].CCN(C(C)C)C(C)C.C1CN([P+](ON2N=NC3C=CC=CC2=3)(N2CCCC2)N2CCCC2)CC1.F[P-](F)(F)(F)(F)F. (6) Given the product [CH3:18][N:19]([CH2:20][CH2:21][C:22]1[CH:23]=[N:24][CH:25]=[CH:26][CH:27]=1)[C:13]([C:9]1[CH:10]=[N:11][O:12][C:8]=1[C:5]1[CH:4]=[CH:3][C:2]([CH3:1])=[CH:7][CH:6]=1)=[O:15], predict the reactants needed to synthesize it. The reactants are: [CH3:1][C:2]1[CH:7]=[CH:6][C:5]([C:8]2[O:12][N:11]=[CH:10][C:9]=2[C:13]([OH:15])=O)=[CH:4][CH:3]=1.Cl.Cl.[CH3:18][NH:19][CH2:20][CH2:21][C:22]1[CH:23]=[N:24][CH:25]=[CH:26][CH:27]=1.